From a dataset of Forward reaction prediction with 1.9M reactions from USPTO patents (1976-2016). Predict the product of the given reaction. (1) The product is: [C:23]1([CH2:22][CH:21]([N:3]2[C:4](=[O:19])[C:5]3[CH:10]=[C:9]4[O:11][CH:12]5[CH2:18][CH2:17][CH2:16][N:13]5[C:14](=[O:15])[C:8]4=[CH:7][C:6]=3[N:1]=[N:2]2)[C:20]#[C:30][CH3:29])[CH:9]=[CH:10][CH:5]=[CH:6][CH:7]=1. Given the reactants [N:1]1[C:6]2[CH:7]=[C:8]3[C:14](=[O:15])[N:13]4[CH2:16][CH2:17][CH2:18][CH:12]4[O:11][C:9]3=[CH:10][C:5]=2[C:4](=[O:19])[NH:3][N:2]=1.[CH2:20]1[CH2:30][CH2:29]N2[C:23](=NCCC2)[CH2:22][CH2:21]1.S([O-])(=O)(=O)C.Cl, predict the reaction product. (2) Given the reactants [CH3:1][O:2][CH2:3][CH2:4][O:5][CH2:6][CH2:7][NH2:8].[C:9](N1C=CN=C1)(N1C=CN=C1)=[S:10].O, predict the reaction product. The product is: [N:8]([CH2:7][CH2:6][O:5][CH2:4][CH2:3][O:2][CH3:1])=[C:9]=[S:10]. (3) Given the reactants [OH:1][C@@H:2]1[CH2:7][CH2:6][CH2:5][N:4]([C:8]([O:10][C:11]([CH3:14])([CH3:13])[CH3:12])=[O:9])[CH2:3]1.[H-].[Na+].Br[CH2:18][CH2:19][O:20][CH3:21], predict the reaction product. The product is: [CH3:21][O:20][CH2:19][CH2:18][O:1][C@@H:2]1[CH2:7][CH2:6][CH2:5][N:4]([C:8]([O:10][C:11]([CH3:14])([CH3:13])[CH3:12])=[O:9])[CH2:3]1. (4) Given the reactants [F:1][C:2]([F:7])([F:6])[C:3]([OH:5])=[O:4].[F:8][C:9]([F:14])([F:13])[C:10]([OH:12])=[O:11].FC(F)(F)C(O)=O.[Cl:22][C:23]1[CH:24]=[N:25][C:26]2[NH:27][C:28]3[CH:29]=[N:30][CH:31]=[C:32]([CH:53]=3)[CH2:33][CH2:34][C:35]3[CH:43]=[C:39]([NH:40][C:41]=1[N:42]=2)[CH:38]=[CH:37][C:36]=3[NH:44][C:45](=[O:52])[CH2:46][C@@H:47]1[CH2:51][CH2:50][NH:49][CH2:48]1.[N:54]([C:57]1[CH:64]=[CH:63][C:60]([C:61]#[N:62])=[CH:59][CH:58]=1)=[C:55]=[O:56], predict the reaction product. The product is: [F:1][C:2]([F:7])([F:6])[C:3]([OH:5])=[O:4].[F:8][C:9]([F:14])([F:13])[C:10]([OH:12])=[O:11].[Cl:22][C:23]1[CH:24]=[N:25][C:26]2[NH:27][C:28]3[CH:29]=[N:30][CH:31]=[C:32]([CH:53]=3)[CH2:33][CH2:34][C:35]3[CH:43]=[C:39]([NH:40][C:41]=1[N:42]=2)[CH:38]=[CH:37][C:36]=3[NH:44][C:45](=[O:52])[CH2:46][C@@H:47]1[CH2:51][CH2:50][N:49]([C:55]([NH:54][C:57]2[CH:64]=[CH:63][C:60]([C:61]#[N:62])=[CH:59][CH:58]=2)=[O:56])[CH2:48]1. (5) Given the reactants [CH:1](NC(C)C)(C)[CH3:2].C([Li])CCC.C([N:32]1[C:36]2=[N:37][CH:38]=[CH:39][C:40]([C:41]3[CH:42]=[N:43][N:44]([CH2:46][C:47]#[N:48])[CH:45]=3)=[C:35]2[CH:34]=[N:33]1)(C1C=CC=CC=1)(C1C=CC=CC=1)C1C=CC=CC=1.ICC, predict the reaction product. The product is: [NH:32]1[C:36]2=[N:37][CH:38]=[CH:39][C:40]([C:41]3[CH:42]=[N:43][N:44]([CH:46]([CH2:1][CH3:2])[C:47]#[N:48])[CH:45]=3)=[C:35]2[CH:34]=[N:33]1.